This data is from Forward reaction prediction with 1.9M reactions from USPTO patents (1976-2016). The task is: Predict the product of the given reaction. (1) Given the reactants CS(O[CH2:6][CH2:7][C:8]([CH3:13])([CH3:12])[CH2:9][C:10]#[CH:11])(=O)=O.[C:14]([NH2:18])([CH3:17])([CH3:16])[CH3:15], predict the reaction product. The product is: [C:14]([NH:18][CH2:6][CH2:7][C:8]([CH3:13])([CH3:12])[CH2:9][C:10]#[CH:11])([CH3:17])([CH3:16])[CH3:15]. (2) The product is: [C:33]([NH:32][C:30]([C:8]1[C:6]2=[N:7][C:2]([C:42]3[C:41]4[C:45](=[CH:46][C:38]([F:37])=[CH:39][CH:40]=4)[NH:44][N:43]=3)=[CH:3][N:4]=[C:5]2[N:10]([C:11]([C:18]2[CH:23]=[CH:22][CH:21]=[CH:20][CH:19]=2)([C:24]2[CH:29]=[CH:28][CH:27]=[CH:26][CH:25]=2)[C:12]2[CH:13]=[CH:14][CH:15]=[CH:16][CH:17]=2)[CH:9]=1)=[O:31])([CH3:35])([CH3:34])[CH3:36]. Given the reactants Br[C:2]1[N:7]=[C:6]2[C:8]([C:30]([NH:32][C:33]([CH3:36])([CH3:35])[CH3:34])=[O:31])=[CH:9][N:10]([C:11]([C:24]3[CH:29]=[CH:28][CH:27]=[CH:26][CH:25]=3)([C:18]3[CH:23]=[CH:22][CH:21]=[CH:20][CH:19]=3)[C:12]3[CH:17]=[CH:16][CH:15]=[CH:14][CH:13]=3)[C:5]2=[N:4][CH:3]=1.[F:37][C:38]1[CH:46]=[C:45]2[C:41]([C:42]([Sn](CCCC)(CCCC)CCCC)=[N:43][NH:44]2)=[CH:40][CH:39]=1, predict the reaction product. (3) Given the reactants Cl[C:2]1[N:3]=[N+:4]([O-:12])[C:5]2[CH:11]=[CH:10][CH:9]=[CH:8][C:6]=2[N:7]=1.C(O)(=O)/C=C/C(O)=O.[NH2:21][CH2:22][CH2:23][C:24]#[N:25].CCN(CC)CC, predict the reaction product. The product is: [O-:12][N+:4]1[C:5]2[CH:11]=[CH:10][CH:9]=[CH:8][C:6]=2[N:7]=[C:2]([NH:25][CH2:24][CH2:23][C:22]#[N:21])[N:3]=1. (4) Given the reactants CO[C:3]1([C:11]2[CH:16]=[CH:15][C:14]([S:17][CH3:18])=[CH:13][CH:12]=2)[C:5]2([CH2:10][CH2:9][CH2:8][CH2:7][CH2:6]2)[O:4]1.[NH:19]1[CH2:24][CH2:23][O:22][CH2:21][CH2:20]1, predict the reaction product. The product is: [CH3:18][S:17][C:14]1[CH:13]=[CH:12][C:11]([C:3]([C:5]2([N:19]3[CH2:24][CH2:23][O:22][CH2:21][CH2:20]3)[CH2:6][CH2:7][CH2:8][CH2:9][CH2:10]2)=[O:4])=[CH:16][CH:15]=1. (5) Given the reactants [CH2:1]([O:8][C:9]1[CH:18]=[C:17]2[C:12]([C:13]([Cl:19])=[CH:14][CH:15]=[N:16]2)=[CH:11][CH:10]=1)[C:2]1[CH:7]=[CH:6][CH:5]=[CH:4][CH:3]=1.[OH:20][C:21]1[CH:33]=[CH:32][C:24]2[C:25]([C:29]([OH:31])=[O:30])=[C:26]([CH3:28])[O:27][C:23]=2[CH:22]=1.C([O-])([O-])=O.[Cs+].[Cs+].O, predict the reaction product. The product is: [CH2:1]([O:8][C:9]1[CH:18]=[C:17]2[C:12]([C:13]([Cl:19])=[CH:14][CH:15]=[N:16]2)=[CH:11][CH:10]=1)[C:2]1[CH:3]=[CH:4][CH:5]=[CH:6][CH:7]=1.[CH2:1]([O:8][C:9]1[CH:18]=[C:17]2[C:12]([C:13]([O:20][C:21]3[CH:33]=[CH:32][C:24]4[C:25]([C:29]([OH:31])=[O:30])=[C:26]([CH3:28])[O:27][C:23]=4[CH:22]=3)=[CH:14][CH:15]=[N:16]2)=[CH:11][CH:10]=1)[C:2]1[CH:7]=[CH:6][CH:5]=[CH:4][CH:3]=1. (6) Given the reactants [OH:1][C@H:2]([C:9]1[N:10]=[C:11]([C:14](=[O:16])[CH3:15])[NH:12][CH:13]=1)[C@H:3]([OH:8])[C@H:4]([OH:7])[CH2:5][OH:6].[C:17]1(C)[CH:22]=CC(S(O)(=O)=O)=C[CH:18]=1.CO[C:30](OC)([CH3:32])[CH3:31], predict the reaction product. The product is: [CH3:18][C:17]1([CH3:22])[O:8][C@H:3]([C@H:4]2[CH2:5][O:6][C:30]([CH3:32])([CH3:31])[O:7]2)[C@@H:2]([C:9]2[N:10]=[C:11]([C:14](=[O:16])[CH3:15])[NH:12][CH:13]=2)[O:1]1. (7) Given the reactants [CH3:1][CH:2]([CH3:34])[C:3]([NH:5][C:6]1[CH:11]=[CH:10][CH:9]=[C:8]([CH:12]2[CH2:17][CH2:16][N:15]([CH2:18][CH2:19][CH2:20][CH2:21][C:22](=O)[C:23]3[CH:28]=[CH:27][C:26]([C:29]([F:32])([F:31])[F:30])=[CH:25][CH:24]=3)[CH2:14][CH2:13]2)[CH:7]=1)=[O:4].Cl.[CH3:36][C:37]1[CH:42]=[CH:41][CH:40]=[CH:39][C:38]=1[NH:43]N, predict the reaction product. The product is: [CH3:1][CH:2]([CH3:34])[C:3]([NH:5][C:6]1[CH:11]=[CH:10][CH:9]=[C:8]([CH:12]2[CH2:17][CH2:16][N:15]([CH2:18][CH2:19][CH2:20][C:21]3[C:39]4[C:38](=[C:37]([CH3:36])[CH:42]=[CH:41][CH:40]=4)[NH:43][C:22]=3[C:23]3[CH:28]=[CH:27][C:26]([C:29]([F:32])([F:31])[F:30])=[CH:25][CH:24]=3)[CH2:14][CH2:13]2)[CH:7]=1)=[O:4]. (8) Given the reactants [C:1]1([C:7]([C:21]2[CH:26]=[CH:25][CH:24]=[CH:23][CH:22]=2)([C:15]2[CH:20]=[CH:19][CH:18]=[CH:17][CH:16]=2)[N:8]2[CH:12]=[N:11][C:10]([CH2:13][OH:14])=[N:9]2)[CH:6]=[CH:5][CH:4]=[CH:3][CH:2]=1.Br[CH2:28][C:29]1[CH:30]=[C:31]([CH:34]=[CH:35][CH:36]=1)[C:32]#[N:33].[H-].[Na+], predict the reaction product. The product is: [C:21]1([C:7]([C:1]2[CH:6]=[CH:5][CH:4]=[CH:3][CH:2]=2)([C:15]2[CH:16]=[CH:17][CH:18]=[CH:19][CH:20]=2)[N:8]2[CH:12]=[N:11][C:10]([CH2:13][O:14][CH2:28][C:29]3[CH:30]=[C:31]([CH:34]=[CH:35][CH:36]=3)[C:32]#[N:33])=[N:9]2)[CH:26]=[CH:25][CH:24]=[CH:23][CH:22]=1. (9) Given the reactants [CH3:1][O:2][C:3]1[CH:8]=[CH:7][C:6]([N:9]2[C:13]([C:14]3[CH:19]=[CH:18][C:17]([N+:20]([O-])=[O:21])=[CH:16][CH:15]=3)=[CH:12][CH:11]=[N:10]2)=[CH:5][CH:4]=1.[F:23][C:24]1[CH:29]=[CH:28][C:27]([CH2:30]C#N)=[CH:26][CH:25]=1, predict the reaction product. The product is: [F:23][C:24]1[CH:29]=[CH:28][C:27]([C:30]2[O:21][N:20]=[C:17]3[CH:18]=[CH:19][C:14]([C:13]4[N:9]([C:6]5[CH:7]=[CH:8][C:3]([O:2][CH3:1])=[CH:4][CH:5]=5)[N:10]=[CH:11][CH:12]=4)=[CH:15][C:16]=23)=[CH:26][CH:25]=1. (10) Given the reactants [CH3:1][C:2]1[C:6]([NH2:7])=[CH:5][O:4][N:3]=1.N1C=CC=CC=1.[F:14][C:15]1[CH:20]=[CH:19][C:18]([S:21](Cl)(=[O:23])=[O:22])=[CH:17][C:16]=1[C:25]#[N:26], predict the reaction product. The product is: [C:25]([C:16]1[CH:17]=[C:18]([S:21]([NH:7][C:6]2[C:2]([CH3:1])=[N:3][O:4][CH:5]=2)(=[O:23])=[O:22])[CH:19]=[CH:20][C:15]=1[F:14])#[N:26].